This data is from Full USPTO retrosynthesis dataset with 1.9M reactions from patents (1976-2016). The task is: Predict the reactants needed to synthesize the given product. (1) Given the product [CH2:1]([N:4]1[C:8]2[C:9]([O:17][C@H:18]3[CH2:22][NH:21][C@H:20]([C:30]([O:32][CH3:33])=[O:31])[CH2:19]3)=[N:10][C:11]3[CH:12]=[CH:13][CH:14]=[CH:15][C:16]=3[C:7]=2[C:6]([CH3:34])=[CH:5]1)[CH:2]=[CH2:3], predict the reactants needed to synthesize it. The reactants are: [CH2:1]([N:4]1[C:8]2[C:9]([O:17][C@H:18]3[CH2:22][N:21](C(OC(C)(C)C)=O)[C@H:20]([C:30]([O:32][CH3:33])=[O:31])[CH2:19]3)=[N:10][C:11]3[CH:12]=[CH:13][CH:14]=[CH:15][C:16]=3[C:7]=2[C:6]([CH3:34])=[CH:5]1)[CH:2]=[CH2:3]. (2) Given the product [CH3:6][O:7][C:8]1[C:16]2[O:15][C:14]([C:19]3([OH:22])[CH2:20][CH2:21][O:17][CH2:18]3)=[CH:13][C:12]=2[CH:11]=[CH:10][CH:9]=1, predict the reactants needed to synthesize it. The reactants are: C([Li])CCC.[CH3:6][O:7][C:8]1[C:16]2[O:15][CH:14]=[CH:13][C:12]=2[CH:11]=[CH:10][CH:9]=1.[O:17]1[CH2:21][CH2:20][C:19](=[O:22])[CH2:18]1. (3) Given the product [Cl:63][C:62]1[N:61]=[C:68]([Cl:69])[N:67]=[C:65]([C:55]2[C:54]([F:53])=[CH:59][CH:58]=[CH:57][C:56]=2[F:60])[N:64]=1, predict the reactants needed to synthesize it. The reactants are: ClC1C=CC(NC2N=C(C3C(F)=CC=CC=3F)N=C(NN=CC3C=CC(OC(F)(F)F)=CC=3)N=2)=CC=1.C(NC(C)C)(C)C.[Li].Cl.C(N(CC)CC)C.[F:53][C:54]1[CH:59]=[CH:58][CH:57]=[C:56]([F:60])[CH:55]=1.[N:61]1[C:68]([Cl:69])=[N:67][C:65](Cl)=[N:64][C:62]=1[Cl:63]. (4) The reactants are: [CH:1]1([N:7]2[C:12](=[O:13])[CH:11]=[C:10]([OH:14])[N:9]=[C:8]2[C:15]2[C:20]([Br:21])=[CH:19][CH:18]=[CH:17][C:16]=2[Br:22])[CH2:6][CH2:5][CH2:4][CH2:3][CH2:2]1.[Cl-].C[Al+]C.CCCCCC.[CH:33]1([NH2:39])CCCCC1.BrC1C=CC=C(Br)C=1C#N.C(OCC)(=O)[CH2:51][C:52]([O:54]CC)=[O:53].C[O-:62].[Na+].CO. Given the product [CH:1]1([N:7]2[C:12](=[O:13])[C:11]([C:33]([NH:39][CH2:51][C:52]([OH:54])=[O:53])=[O:62])=[C:10]([OH:14])[N:9]=[C:8]2[C:15]2[C:20]([Br:21])=[CH:19][CH:18]=[CH:17][C:16]=2[Br:22])[CH2:6][CH2:5][CH2:4][CH2:3][CH2:2]1, predict the reactants needed to synthesize it. (5) Given the product [Cl:1][C:2]1[CH:3]=[CH:4][C:5]([S:8]([CH:11]([C:17]2[CH:22]=[C:21]([F:23])[CH:20]=[CH:19][C:18]=2[F:24])[CH:12]([CH3:16])[CH2:13][CH2:14][NH2:15])(=[O:10])=[O:9])=[CH:6][CH:7]=1, predict the reactants needed to synthesize it. The reactants are: [Cl:1][C:2]1[CH:7]=[CH:6][C:5]([S:8]([CH:11]([C:17]2[CH:22]=[C:21]([F:23])[CH:20]=[CH:19][C:18]=2[F:24])[CH:12]([CH3:16])[CH2:13][C:14]#[N:15])(=[O:10])=[O:9])=[CH:4][CH:3]=1.B.